Dataset: NCI-60 drug combinations with 297,098 pairs across 59 cell lines. Task: Regression. Given two drug SMILES strings and cell line genomic features, predict the synergy score measuring deviation from expected non-interaction effect. (1) Drug 1: COC1=C(C=C2C(=C1)N=CN=C2NC3=CC(=C(C=C3)F)Cl)OCCCN4CCOCC4. Drug 2: C1=NC2=C(N=C(N=C2N1C3C(C(C(O3)CO)O)O)F)N. Cell line: HS 578T. Synergy scores: CSS=8.99, Synergy_ZIP=-3.51, Synergy_Bliss=-1.91, Synergy_Loewe=-5.75, Synergy_HSA=-0.966. (2) Drug 1: CC1=CC=C(C=C1)C2=CC(=NN2C3=CC=C(C=C3)S(=O)(=O)N)C(F)(F)F. Drug 2: CCC(=C(C1=CC=CC=C1)C2=CC=C(C=C2)OCCN(C)C)C3=CC=CC=C3.C(C(=O)O)C(CC(=O)O)(C(=O)O)O. Cell line: K-562. Synergy scores: CSS=19.0, Synergy_ZIP=-4.33, Synergy_Bliss=3.34, Synergy_Loewe=0, Synergy_HSA=5.61.